This data is from Full USPTO retrosynthesis dataset with 1.9M reactions from patents (1976-2016). The task is: Predict the reactants needed to synthesize the given product. Given the product [Cl:3][C:9]1[C:10]2[NH:14][CH:13]=[CH:12][C:11]=2[N:6]=[CH:7][N:8]=1, predict the reactants needed to synthesize it. The reactants are: O=P(Cl)(Cl)[Cl:3].[N:6]1[C:11]2[CH:12]=[CH:13][NH:14][C:10]=2[C:9](=O)[NH:8][CH:7]=1.